This data is from Peptide-MHC class II binding affinity with 134,281 pairs from IEDB. The task is: Regression. Given a peptide amino acid sequence and an MHC pseudo amino acid sequence, predict their binding affinity value. This is MHC class II binding data. (1) The peptide sequence is KFTVFEAAFNKAIKE. The MHC is DRB4_0101 with pseudo-sequence DRB4_0103. The binding affinity (normalized) is 0.471. (2) The peptide sequence is MVGTILEMLGTRLDQ. The MHC is HLA-DQA10301-DQB10302 with pseudo-sequence HLA-DQA10301-DQB10302. The binding affinity (normalized) is 0.0784. (3) The peptide sequence is AFLRFLAIPPTAGIL. The MHC is DRB1_0401 with pseudo-sequence DRB1_0401. The binding affinity (normalized) is 1.00. (4) The peptide sequence is DVNASFRAAMATTAN. The MHC is DRB1_1501 with pseudo-sequence DRB1_1501. The binding affinity (normalized) is 0.437. (5) The peptide sequence is NYSLSAAVKAGATLL. The binding affinity (normalized) is 0.690. The MHC is DRB5_0101 with pseudo-sequence DRB5_0101.